Dataset: Full USPTO retrosynthesis dataset with 1.9M reactions from patents (1976-2016). Task: Predict the reactants needed to synthesize the given product. (1) Given the product [CH2:65]([O:44][C:24]1[C:20]2[CH2:21][CH:22]=[CH:23][C:14]3[C:15](=[CH:16][C:17]4[CH:18]=[C:10]([CH2:9][O:8][Si:1]([C:4]([CH3:7])([CH3:5])[CH3:6])([CH3:2])[CH3:3])[N:11]([CH3:45])[C:12]=4[CH:13]=3)[C:19]=2[N:27]([CH2:28][C:29]2[CH:34]=[CH:33][C:32]([O:35][CH3:36])=[CH:31][C:30]=2[O:37][CH3:38])[C:26](=[O:39])[C:25]=1[C:40]([O:42][CH3:43])=[O:41])[C:66]1[CH:71]=[CH:70][CH:69]=[CH:68][CH:67]=1, predict the reactants needed to synthesize it. The reactants are: [Si:1]([O:8][CH2:9][C:10]1[N:11]([CH3:45])[C:12]2[CH:13]=[C:14]3[CH:23]=[CH:22][CH2:21][C:20]4[C:24]([OH:44])=[C:25]([C:40]([O:42][CH3:43])=[O:41])[C:26](=[O:39])[N:27]([CH2:28][C:29]5[CH:34]=[CH:33][C:32]([O:35][CH3:36])=[CH:31][C:30]=5[O:37][CH3:38])[C:19]=4[C:15]3=[CH:16][C:17]=2[CH:18]=1)([C:4]([CH3:7])([CH3:6])[CH3:5])([CH3:3])[CH3:2].C1C=CC(P(C2C=CC=CC=2)C2C=CC=CC=2)=CC=1.[CH2:65](O)[C:66]1[CH:71]=[CH:70][CH:69]=[CH:68][CH:67]=1.CC(OC(/N=N/C(OC(C)C)=O)=O)C. (2) Given the product [C:8]([C:7]1[CH:6]=[C:5]([C:10]2[C:19]3[C:14](=[CH:15][C:16]([S:20]([NH:23][C:24]4[S:25][CH:26]=[N:27][N:28]=4)(=[O:21])=[O:22])=[CH:17][CH:18]=3)[CH:13]=[CH:12][N:11]=2)[C:4]([O:29][CH3:30])=[CH:3][C:2]=1[C:37]1[CH:36]=[CH:35][CH:34]=[C:33]([C:32]([F:43])([F:42])[F:31])[CH:38]=1)#[N:9], predict the reactants needed to synthesize it. The reactants are: Cl[C:2]1[C:7]([C:8]#[N:9])=[CH:6][C:5]([C:10]2[C:19]3[C:14](=[CH:15][C:16]([S:20]([NH:23][C:24]4[S:25][CH:26]=[N:27][N:28]=4)(=[O:22])=[O:21])=[CH:17][CH:18]=3)[CH:13]=[CH:12][N:11]=2)=[C:4]([O:29][CH3:30])[CH:3]=1.[F:31][C:32]([F:43])([F:42])[C:33]1[CH:34]=[C:35](B(O)O)[CH:36]=[CH:37][CH:38]=1.C1(P(C2CCCCC2)C2C=CC=CC=2C2C(OC)=CC=CC=2OC)CCCCC1.P([O-])([O-])([O-])=O.[K+].[K+].[K+]. (3) Given the product [Cl:21][C:17]1[CH:16]=[C:15]2[C:20]([C:11](=[N:10][C:8]3[CH:7]=[C:4]([CH:3]=[C:2]([NH:1][CH2:32][CH2:33][N:34]4[CH2:39][CH2:38][CH2:37][CH2:36][CH2:35]4)[CH:9]=3)[C:5]#[N:6])[CH:12]=[CH:13][N:14]2[CH2:22][CH2:23][N:24]2[CH2:29][CH2:28][CH2:27][CH2:26][CH2:25]2)=[CH:19][CH:18]=1, predict the reactants needed to synthesize it. The reactants are: [NH2:1][C:2]1[CH:3]=[C:4]([CH:7]=[C:8]([N:10]=[C:11]2[C:20]3[C:15](=[CH:16][C:17]([Cl:21])=[CH:18][CH:19]=3)[N:14]([CH2:22][CH2:23][N:24]3[CH2:29][CH2:28][CH2:27][CH2:26][CH2:25]3)[CH:13]=[CH:12]2)[CH:9]=1)[C:5]#[N:6].Cl.Cl[CH2:32][CH2:33][N:34]1[CH2:39][CH2:38][CH2:37][CH2:36][CH2:35]1.CCN(C(C)C)C(C)C.